Dataset: Forward reaction prediction with 1.9M reactions from USPTO patents (1976-2016). Task: Predict the product of the given reaction. (1) Given the reactants [Cl:1][C:2]1[C:7]([Cl:8])=[CH:6][CH:5]=[CH:4][C:3]=1[S:9]([NH:12][C:13]1[N:14]=[C:15]([C:25](OC)=[O:26])[C:16]([C:21](OC)=[O:22])=[N:17][C:18]=1[O:19][CH3:20])(=[O:11])=[O:10].C([BH-](CC)CC)C.[Li+], predict the reaction product. The product is: [OH:22][CH2:21][C:16]1[N:17]=[C:18]([O:19][CH3:20])[C:13]([NH:12][S:9]([C:3]2[CH:4]=[CH:5][CH:6]=[C:7]([Cl:8])[C:2]=2[Cl:1])(=[O:10])=[O:11])=[N:14][C:15]=1[CH2:25][OH:26]. (2) Given the reactants [Cl:1][C:2]1[C:3]([F:31])=[C:4]([CH:8]2[C:12]([C:15]3[CH:20]=[CH:19][C:18]([Cl:21])=[CH:17][C:16]=3[F:22])([C:13]#[N:14])[CH:11]([CH2:23][C:24]([CH3:27])([CH3:26])[CH3:25])[NH:10][CH:9]2[C:28](O)=[O:29])[CH:5]=[CH:6][CH:7]=1.C(Cl)(=O)C(Cl)=O.C(N(CC)CC)C.[NH2:45][C:46]1[O:50][C:49]([C:51]([O:53][CH3:54])=[O:52])=[CH:48][CH:47]=1, predict the reaction product. The product is: [CH3:54][O:53][C:51]([C:49]1[O:50][C:46]([NH:45][C:28]([C@H:9]2[C@H:8]([C:4]3[CH:5]=[CH:6][CH:7]=[C:2]([Cl:1])[C:3]=3[F:31])[C@:12]([C:15]3[CH:20]=[CH:19][C:18]([Cl:21])=[CH:17][C:16]=3[F:22])([C:13]#[N:14])[C@H:11]([CH2:23][C:24]([CH3:25])([CH3:27])[CH3:26])[NH:10]2)=[O:29])=[CH:47][CH:48]=1)=[O:52]. (3) The product is: [CH3:1][N:2]([CH3:29])[C:3]1[CH:4]=[CH:5][C:6]([NH:9][C:10](=[O:28])[O:11][C:12]2[CH:13]=[C:14]3[C:18](=[CH:19][CH:20]=2)[NH:17][CH2:16][CH2:15]3)=[CH:7][CH:8]=1. Given the reactants [CH3:1][N:2]([CH3:29])[C:3]1[CH:8]=[CH:7][C:6]([NH:9][C:10](=[O:28])[O:11][C:12]2[CH:13]=[C:14]3[C:18](=[CH:19][CH:20]=2)[N:17](CC2C=CC=CC=2)[CH2:16][CH2:15]3)=[CH:5][CH:4]=1, predict the reaction product. (4) Given the reactants Cl[C:2]1[C:11]2[C:6](=[C:7]([CH3:12])[CH:8]=[CH:9][CH:10]=2)[N:5]=[C:4]([CH3:13])[CH:3]=1.[Cl:14][C:15]1[CH:16]=[C:17]([CH:20]=[CH:21][C:22]=1[Cl:23])[CH2:18][NH2:19], predict the reaction product. The product is: [Cl:14][C:15]1[CH:16]=[C:17]([CH:20]=[CH:21][C:22]=1[Cl:23])[CH2:18][NH:19][C:2]1[C:11]2[C:6](=[C:7]([CH3:12])[CH:8]=[CH:9][CH:10]=2)[N:5]=[C:4]([CH3:13])[CH:3]=1. (5) Given the reactants [CH2:1]([C:5]1[C:9]([CH2:10][O:11][C:12]2[CH:20]=[CH:19][C:15]([C:16]([OH:18])=O)=[CH:14][N:13]=2)=[C:8]([CH2:21][OH:22])[O:7][N:6]=1)[CH2:2][CH2:3][CH3:4].[NH:23]1[CH2:28][CH2:27][S:26](=[O:30])(=[O:29])[CH2:25][CH2:24]1, predict the reaction product. The product is: [CH2:1]([C:5]1[C:9]([CH2:10][O:11][C:12]2[N:13]=[CH:14][C:15]([C:16]([N:23]3[CH2:28][CH2:27][S:26](=[O:30])(=[O:29])[CH2:25][CH2:24]3)=[O:18])=[CH:19][CH:20]=2)=[C:8]([CH2:21][OH:22])[O:7][N:6]=1)[CH2:2][CH2:3][CH3:4]. (6) Given the reactants [CH3:1][N:2]1[CH2:25][C:6]2[CH:7]=[N:8][C:9]3[CH:10]=[CH:11][C:12]([C:15]4[CH:16]=[N:17][C:18]5[C:23]([CH:24]=4)=[CH:22][CH:21]=[CH:20][CH:19]=5)=[CH:13][C:14]=3[C:5]=2[N:4]([C:26]2[CH:31]=[CH:30][C:29]([N:32]3[CH2:37][CH2:36][N:35]([C:38]([O:40]C(C)(C)C)=O)[CH2:34][CH2:33]3)=[C:28]([C:45]([F:48])([F:47])[F:46])[CH:27]=2)[C:3]1=[O:49].Cl.CN(C(ON1N=N[C:61]2C=CC=N[C:60]1=2)=[N+](C)C)C.F[P-](F)(F)(F)(F)F.C(O)(=O)CC.CCN(C(C)C)C(C)C, predict the reaction product. The product is: [CH3:1][N:2]1[CH2:25][C:6]2[CH:7]=[N:8][C:9]3[CH:10]=[CH:11][C:12]([C:15]4[CH:16]=[N:17][C:18]5[C:23]([CH:24]=4)=[CH:22][CH:21]=[CH:20][CH:19]=5)=[CH:13][C:14]=3[C:5]=2[N:4]([C:26]2[CH:31]=[CH:30][C:29]([N:32]3[CH2:37][CH2:36][N:35]([C:38](=[O:40])[CH2:60][CH3:61])[CH2:34][CH2:33]3)=[C:28]([C:45]([F:46])([F:47])[F:48])[CH:27]=2)[C:3]1=[O:49]. (7) Given the reactants [CH3:1][S:2]([OH:5])(=[O:4])=[O:3].[CH:6]1([C:9]2[CH:10]=[CH:11][C:12]([N:15]3[C:19]([CH3:20])=[C:18]([C:21]([NH:23][C:24]4[CH:25]=[N:26][C:27]([C:30]5[CH2:35][CH2:34][CH:33]([N:36]6[CH2:41][CH2:40][O:39][CH2:38][CH2:37]6)[CH2:32][CH:31]=5)=[CH:28][CH:29]=4)=[O:22])[CH:17]=[N:16]3)=[N:13][CH:14]=2)[CH2:8][CH2:7]1, predict the reaction product. The product is: [S:2]([OH:5])(=[O:4])(=[O:3])[CH3:1].[CH:6]1([C:9]2[CH:10]=[CH:11][C:12]([N:15]3[C:19]([CH3:20])=[C:18]([C:21]([NH:23][C:24]4[CH:25]=[N:26][C:27]([C:30]5[CH2:35][CH2:34][CH:33]([N:36]6[CH2:41][CH2:40][O:39][CH2:38][CH2:37]6)[CH2:32][CH:31]=5)=[CH:28][CH:29]=4)=[O:22])[CH:17]=[N:16]3)=[N:13][CH:14]=2)[CH2:8][CH2:7]1.